This data is from Forward reaction prediction with 1.9M reactions from USPTO patents (1976-2016). The task is: Predict the product of the given reaction. Given the reactants [N+:1]([C:4]1[CH:9]=[CH:8][C:7]([C:10]([F:13])([F:12])[F:11])=[CH:6][C:5]=1[S:14]([OH:17])(=O)=[O:15])([O-:3])=[O:2].S(Cl)([Cl:20])=O, predict the reaction product. The product is: [N+:1]([C:4]1[CH:9]=[CH:8][C:7]([C:10]([F:13])([F:12])[F:11])=[CH:6][C:5]=1[S:14]([Cl:20])(=[O:17])=[O:15])([O-:3])=[O:2].